The task is: Predict the reactants needed to synthesize the given product.. This data is from Full USPTO retrosynthesis dataset with 1.9M reactions from patents (1976-2016). (1) Given the product [Cl:1][C:2]1[CH:7]=[C:6](/[CH:8]=[CH:26]/[C:27]([OH:29])=[O:28])[CH:5]=[N:4][C:3]=1[NH:10][CH2:11][C:12]([NH:15][C:16](=[O:24])[C:17]1[CH:22]=[CH:21][C:20]([F:23])=[CH:19][CH:18]=1)([CH3:14])[CH3:13], predict the reactants needed to synthesize it. The reactants are: [Cl:1][C:2]1[C:3]([NH:10][CH2:11][C:12]([NH:15][C:16](=[O:24])[C:17]2[CH:22]=[CH:21][C:20]([F:23])=[CH:19][CH:18]=2)([CH3:14])[CH3:13])=[N:4][CH:5]=[C:6]([CH:8]=O)[CH:7]=1.C(O)(=O)[CH2:26][C:27]([OH:29])=[O:28].N1CCCCC1. (2) Given the product [CH3:34][N:2]([CH3:1])[CH:3]1[CH2:4][CH2:5][N:6]([C:9]2[N:14]3[C:15]([C:32]([NH2:33])=[O:36])=[C:16]([CH2:18][N:19]([CH2:30][CH3:31])[C@@H:20]4[C:29]5[N:28]=[CH:27][CH:26]=[CH:25][C:24]=5[CH2:23][CH2:22][CH2:21]4)[N:17]=[C:13]3[CH:12]=[CH:11][CH:10]=2)[CH2:7][CH2:8]1, predict the reactants needed to synthesize it. The reactants are: [CH3:1][N:2]([CH3:34])[CH:3]1[CH2:8][CH2:7][N:6]([C:9]2[N:14]3[C:15]([C:32]#[N:33])=[C:16]([CH2:18][N:19]([CH2:30][CH3:31])[C@@H:20]4[C:29]5[N:28]=[CH:27][CH:26]=[CH:25][C:24]=5[CH2:23][CH2:22][CH2:21]4)[N:17]=[C:13]3[CH:12]=[CH:11][CH:10]=2)[CH2:5][CH2:4]1.S(=O)(=O)(O)[OH:36].